From a dataset of Forward reaction prediction with 1.9M reactions from USPTO patents (1976-2016). Predict the product of the given reaction. (1) The product is: [OH:10][CH2:11][C@H:12]1[C@@H:7]([C:1]2[CH:6]=[CH:5][CH:4]=[CH:3][CH:2]=2)[CH2:8][CH2:9][N:13]1[C:17]([O:19][C:20]([CH3:23])([CH3:22])[CH3:21])=[O:18]. Given the reactants [C:1]1([C@@H:7]2[C@@H:12]([N+:13]([O-])=O)[CH2:11][O:10][CH:9](O)[CH2:8]2)[CH:6]=[CH:5][CH:4]=[CH:3][CH:2]=1.[C:17](O[C:17]([O:19][C:20]([CH3:23])([CH3:22])[CH3:21])=[O:18])([O:19][C:20]([CH3:23])([CH3:22])[CH3:21])=[O:18], predict the reaction product. (2) Given the reactants [ClH:1].[N:2]12[CH2:11][CH:6]3[CH2:7][CH:8]([CH2:10][CH:4]([C@H:5]3[NH2:12])[CH2:3]1)[CH2:9]2.[O:13]1[C:17]2[CH:18]=[CH:19][CH:20]=[CH:21][C:16]=2[CH:15]=[C:14]1[C:22](O)=[O:23].N, predict the reaction product. The product is: [ClH:1].[N:2]12[CH2:11][CH:6]3[CH2:7][CH:8]([CH2:10][CH:4]([C@H:5]3[NH:12][C:22]([C:14]3[O:13][C:17]4[CH:18]=[CH:19][CH:20]=[CH:21][C:16]=4[CH:15]=3)=[O:23])[CH2:3]1)[CH2:9]2. (3) The product is: [C:1]([C:5]1[CH:23]=[CH:22][C:8]([C:9]([NH:11][C:12]2[N:13]=[C:14]3[CH:19]=[CH:18][C:17]([NH:39][CH2:38][C:35]4[CH:36]=[CH:37][N:32]=[CH:33][CH:34]=4)=[N:16][N:15]3[CH:21]=2)=[O:10])=[CH:7][CH:6]=1)([CH3:4])([CH3:3])[CH3:2]. Given the reactants [C:1]([C:5]1[CH:23]=[CH:22][C:8]([C:9]([NH:11][C:12]2[N:13]=[C:14]3[CH:19]=[CH:18][C:17](I)=[N:16][N:15]3[CH:21]=2)=[O:10])=[CH:7][CH:6]=1)([CH3:4])([CH3:3])[CH3:2].N1CCC[C@H]1C(O)=O.[N:32]1[CH:37]=[CH:36][C:35]([CH2:38][NH2:39])=[CH:34][CH:33]=1.C(=O)([O-])[O-].[K+].[K+], predict the reaction product. (4) The product is: [Cl:18][C:14]1[CH:15]=[CH:16][CH:17]=[C:2]2[C:3]=1[C:4](=[O:5])[N:6]([C:7]1[CH:12]=[CH:11][CH:10]=[CH:9][C:8]=1[CH3:13])[C:21]([CH2:20][Cl:19])=[N:1]2. Given the reactants [NH2:1][C:2]1[CH:17]=[CH:16][CH:15]=[C:14]([Cl:18])[C:3]=1[C:4]([NH:6][C:7]1[CH:12]=[CH:11][CH:10]=[CH:9][C:8]=1[CH3:13])=[O:5].[Cl:19][CH2:20][C:21](Cl)=O, predict the reaction product. (5) Given the reactants [NH2:1][CH2:2][C@H:3]1[N:8]([C:9]([C:11]2[N:12]=[C:13]([CH3:23])[S:14][C:15]=2[C:16]2[CH:17]=[C:18]([CH3:22])[CH:19]=[CH:20][CH:21]=2)=[O:10])[CH2:7][C@@H:6]2[C@H:4]1[CH2:5]2.[CH:24]1[C:33]2[C:28](=[CH:29][CH:30]=[CH:31][CH:32]=2)[CH:27]=[CH:26][C:25]=1[C:34](O)=[O:35], predict the reaction product. The product is: [CH3:23][C:13]1[S:14][C:15]([C:16]2[CH:17]=[C:18]([CH3:22])[CH:19]=[CH:20][CH:21]=2)=[C:11]([C:9]([N:8]2[CH2:7][C@@H:6]3[C@@H:4]([CH2:5]3)[C@H:3]2[CH2:2][NH:1][C:34]([C:25]2[CH:26]=[CH:27][C:28]3[C:33](=[CH:32][CH:31]=[CH:30][CH:29]=3)[CH:24]=2)=[O:35])=[O:10])[N:12]=1. (6) Given the reactants [C:1]([O:5][C:6]([NH:8][C@H:9]([CH3:13])[C:10](O)=[O:11])=[O:7])([CH3:4])([CH3:3])[CH3:2].C1CC[CH:17]([N:20]=[C:21]=NC2CCCCC2)CC1.CNC, predict the reaction product. The product is: [C:1]([O:5][C:6](=[O:7])[NH:8][C@@H:9]([C:10](=[O:11])[N:20]([CH3:21])[CH3:17])[CH3:13])([CH3:4])([CH3:3])[CH3:2].